Dataset: Reaction yield outcomes from USPTO patents with 853,638 reactions. Task: Predict the reaction yield, written as a fraction of the theoretical maximum amount of product (1.0 means a 100% yield; for example, 0.34 means a 34% yield). (1) The reactants are [Br:1][C:2]1[CH:3]=[C:4]([O:11]C)[C:5]([OH:10])=[C:6]([CH:9]=1)[CH:7]=[O:8].B(Br)(Br)Br. The catalyst is ClCCl. The product is [Br:1][C:2]1[CH:3]=[C:4]([OH:11])[C:5]([OH:10])=[C:6]([CH:9]=1)[CH:7]=[O:8]. The yield is 0.900. (2) The reactants are [OH:1][CH:2]1[CH2:7][CH2:6][CH:5]([C:8]([OH:10])=[O:9])[CH2:4][CH2:3]1.[C:11](OC(=O)C)(=[O:13])[CH3:12]. The catalyst is OP(O)=O.O[Mo](O)(=O)=O.S(=O)(=O)(O)O. The product is [C:11]([O:1][CH:2]1[CH2:7][CH2:6][CH:5]([C:8]([OH:10])=[O:9])[CH2:4][CH2:3]1)(=[O:13])[CH3:12]. The yield is 0.920. (3) The reactants are [N+:1]([C:4]1[CH:9]=[CH:8][CH:7]=[CH:6][C:5]=1[S:10]([N:13]1[CH2:17][CH2:16][CH:15]([OH:18])[CH2:14]1)(=[O:12])=[O:11])([O-:3])=[O:2].[Si:19](Cl)([C:22]([CH3:25])([CH3:24])[CH3:23])([CH3:21])[CH3:20].N1C=CN=C1. The catalyst is CN(C)C=O. The product is [C:22]([Si:19]([CH3:21])([CH3:20])[O:18][CH:15]1[CH2:16][CH2:17][N:13]([S:10]([C:5]2[CH:6]=[CH:7][CH:8]=[CH:9][C:4]=2[N+:1]([O-:3])=[O:2])(=[O:11])=[O:12])[CH2:14]1)([CH3:25])([CH3:24])[CH3:23]. The yield is 0.920. (4) The reactants are [OH:1][CH2:2][C:3]1[CH:8]=[C:7]([C:9]([O:11][CH3:12])=[O:10])[CH:6]=[CH:5][N:4]=1. The catalyst is C(Cl)Cl.O=[Mn]=O. The product is [CH:2]([C:3]1[CH:8]=[C:7]([C:9]([O:11][CH3:12])=[O:10])[CH:6]=[CH:5][N:4]=1)=[O:1]. The yield is 0.720. (5) The reactants are [NH2:1][CH2:2][CH2:3][N:4]1[CH2:9][CH2:8][N:7]([C:10]2([C:19]3[CH:24]=[CH:23][C:22]([O:25][C:26]4[CH:31]=[CH:30][C:29]([Br:32])=[CH:28][CH:27]=4)=[CH:21][CH:20]=3)[C:15](=[O:16])[NH:14][C:13](=[O:17])[NH:12][C:11]2=[O:18])[CH2:6][CH2:5]1.[C:33]1(=[O:40])[O:39][C:37](=[O:38])[CH2:36][CH2:35][CH2:34]1.C(N(CC)CC)C. The catalyst is CN(C)C=O. The product is [Br:32][C:29]1[CH:28]=[CH:27][C:26]([O:25][C:22]2[CH:21]=[CH:20][C:19]([C:10]3([N:7]4[CH2:6][CH2:5][N:4]([CH2:3][CH2:2][NH:1][C:33]([CH2:34][CH2:35][CH2:36][C:37]([OH:39])=[O:38])=[O:40])[CH2:9][CH2:8]4)[C:11](=[O:18])[NH:12][C:13](=[O:17])[NH:14][C:15]3=[O:16])=[CH:24][CH:23]=2)=[CH:31][CH:30]=1. The yield is 0.500. (6) No catalyst specified. The product is [CH3:1][O:2][C:3]1[CH:8]=[CH:7][C:6]([C:9]([F:12])([F:11])[F:10])=[CH:5][C:4]=1[N:13]1[C:17]([CH3:18])=[C:16]([C:19]([N:31]2[CH2:32][CH2:33][CH:28]([N:23]3[CH2:27][CH2:26][CH2:25][CH2:24]3)[CH2:29][CH2:30]2)=[O:21])[C:15]([CH3:22])=[N:14]1. The yield is 0.270. The reactants are [CH3:1][O:2][C:3]1[CH:8]=[CH:7][C:6]([C:9]([F:12])([F:11])[F:10])=[CH:5][C:4]=1[N:13]1[C:17]([CH3:18])=[C:16]([C:19]([OH:21])=O)[C:15]([CH3:22])=[N:14]1.[N:23]1([CH:28]2[CH2:33][CH2:32][NH:31][CH2:30][CH2:29]2)[CH2:27][CH2:26][CH2:25][CH2:24]1. (7) The reactants are [F:1][C:2]1[CH:7]=[C:6]([O:8]C)[C:5]([F:10])=[CH:4][C:3]=1[C:11]1[C:19]2[C:14](=[N:15][CH:16]=[N:17][C:18]=2[NH2:20])[N:13]([CH:21]([CH3:23])[CH3:22])[N:12]=1.B(Br)(Br)Br. The catalyst is C(Cl)Cl. The product is [NH2:20][C:18]1[N:17]=[CH:16][N:15]=[C:14]2[N:13]([CH:21]([CH3:23])[CH3:22])[N:12]=[C:11]([C:3]3[C:2]([F:1])=[CH:7][C:6]([OH:8])=[C:5]([F:10])[CH:4]=3)[C:19]=12. The yield is 0.350.